The task is: Predict the reaction yield, written as a fraction of the theoretical maximum amount of product (1.0 means a 100% yield; for example, 0.34 means a 34% yield).. This data is from Reaction yield outcomes from USPTO patents with 853,638 reactions. (1) The reactants are [CH3:1][C:2]1[C:6]([CH2:7][N:8]2[CH:12]=[C:11]([N:13]3[C:17](=[O:18])[CH2:16][NH:15][C:14]3=[O:19])[CH:10]=[N:9]2)=[C:5]([CH3:20])[O:4][N:3]=1.Br[CH2:22][C:23]1[CH:28]=[CH:27][CH:26]=[C:25]([F:29])[CH:24]=1. No catalyst specified. The product is [CH3:1][C:2]1[C:6]([CH2:7][N:8]2[CH:12]=[C:11]([N:13]3[C:17](=[O:18])[CH2:16][N:15]([CH2:22][C:23]4[CH:28]=[CH:27][CH:26]=[C:25]([F:29])[CH:24]=4)[C:14]3=[O:19])[CH:10]=[N:9]2)=[C:5]([CH3:20])[O:4][N:3]=1. The yield is 0.270. (2) The reactants are [Br:1][CH2:2][C:3]([C:5]1[CH:10]=[CH:9][C:8]([OH:11])=[CH:7][CH:6]=1)=[O:4].[O:12]=[C:13]([O:31][C@@H:32]1[CH:37]2[CH2:38][CH2:39][N:34]([CH2:35][CH2:36]2)[CH2:33]1)[CH:14]([NH:21][C:22]1[CH:26]=[CH:25][S:24][C:23]=1[C:27]([O:29][CH3:30])=[O:28])[C:15]1[CH:20]=[CH:19][CH:18]=[CH:17][CH:16]=1.CCOCC. The catalyst is C(#N)C. The product is [Br-:1].[OH:11][C:8]1[CH:9]=[CH:10][C:5]([C:3](=[O:4])[CH2:2][N+:34]23[CH2:39][CH2:38][CH:37]([CH2:36][CH2:35]2)[C@@H:32]([O:31][C:13](=[O:12])[CH:14]([NH:21][C:22]2[CH:26]=[CH:25][S:24][C:23]=2[C:27]([O:29][CH3:30])=[O:28])[C:15]2[CH:16]=[CH:17][CH:18]=[CH:19][CH:20]=2)[CH2:33]3)=[CH:6][CH:7]=1. The yield is 0.645. (3) The reactants are Cl[C:2]1[CH:30]=[CH:29][C:5]([C:6]([NH:8][CH2:9][CH2:10][NH:11][C:12]([C:14]2[C:15]([C:25]([F:28])([F:27])[F:26])=[N:16][N:17]([C:19]3[CH:24]=[CH:23][CH:22]=[CH:21][CH:20]=3)[CH:18]=2)=[O:13])=[O:7])=[CH:4][N:3]=1.[CH3:31][N:32]([CH3:37])[CH2:33][CH2:34][CH2:35][NH2:36]. No catalyst specified. The product is [CH3:31][N:32]([CH3:37])[CH2:33][CH2:34][CH2:35][NH:36][C:2]1[CH:30]=[CH:29][C:5]([C:6]([NH:8][CH2:9][CH2:10][NH:11][C:12]([C:14]2[C:15]([C:25]([F:28])([F:27])[F:26])=[N:16][N:17]([C:19]3[CH:20]=[CH:21][CH:22]=[CH:23][CH:24]=3)[CH:18]=2)=[O:13])=[O:7])=[CH:4][N:3]=1. The yield is 0.270. (4) The reactants are Cl.[CH2:2]([N:6]([S:16]([C:19]1[CH:24]=[CH:23][C:22]([CH3:25])=[CH:21][CH:20]=1)(=[O:18])=[O:17])[C@H:7]([C:13]([OH:15])=[O:14])[CH2:8][CH2:9][CH2:10][CH2:11][NH2:12])[CH:3]([CH3:5])[CH3:4].[OH-:26].[Na+].[OH2:28].CCO[C:32]([CH3:34])=[O:33].[CH2:35]1[CH2:39]O[CH2:37][CH2:36]1. No catalyst specified. The product is [CH3:37][C:36]1[CH:21]=[CH:20][C:19]([S:16]([NH:6][C@H:34]([C:32]([NH:12][CH2:11][CH2:10][CH2:9][CH2:8][C@H:7]([N:6]([S:16]([C:19]2[CH:24]=[CH:23][C:22]([CH3:25])=[CH:21][CH:20]=2)(=[O:18])=[O:17])[CH2:2][CH:3]([CH3:4])[CH3:5])[C:13]([OH:15])=[O:14])=[O:33])[CH2:39][C:35]2[CH:4]=[CH:3][CH:2]=[CH:37][CH:36]=2)(=[O:28])=[O:26])=[CH:39][CH:35]=1. The yield is 0.760. (5) The reactants are [CH2:1]([S:3]([C:6]1[CH:7]=[C:8]([C:12]2[CH:20]=[C:19]([NH2:21])[C:18]([O:22][CH3:23])=[C:17]3[C:13]=2[C:14]2[CH:27]=[C:26]([CH3:28])[CH:25]=[N:24][C:15]=2[NH:16]3)[CH:9]=[CH:10][CH:11]=1)(=[O:5])=[O:4])[CH3:2].[CH3:29][N:30]([CH3:36])[CH2:31][CH2:32][C:33](Cl)=[O:34]. The catalyst is N1C=CC=CC=1. The product is [CH3:29][N:30]([CH3:36])[CH2:31][CH2:32][C:33]([NH:21][C:19]1[C:18]([O:22][CH3:23])=[C:17]2[C:13]([C:14]3[CH:27]=[C:26]([CH3:28])[CH:25]=[N:24][C:15]=3[NH:16]2)=[C:12]([C:8]2[CH:9]=[CH:10][CH:11]=[C:6]([S:3]([CH2:1][CH3:2])(=[O:5])=[O:4])[CH:7]=2)[CH:20]=1)=[O:34]. The yield is 0.550. (6) The reactants are [CH3:1][C:2]1[CH:3]([C:10]2[CH:17]=[CH:16][CH:15]=[CH:14][C:11]=2[CH:12]=O)[C:4]([CH3:9])=[C:5]([CH3:8])[C:6]=1[CH3:7].[CH3:18][C:19]1[CH:20]=[C:21]([CH:23]=[C:24]([CH3:26])[CH:25]=1)[NH2:22].C(O)(=O)C.[BH4-].[Na+]. The catalyst is C(O)C.C1(C)C=CC=CC=1.O. The product is [CH3:1][C:2]1[CH:3]([C:10]2[CH:17]=[CH:16][CH:15]=[CH:14][C:11]=2[CH2:12][NH:22][C:21]2[CH:23]=[C:24]([CH3:26])[CH:25]=[C:19]([CH3:18])[CH:20]=2)[C:4]([CH3:9])=[C:5]([CH3:8])[C:6]=1[CH3:7]. The yield is 0.733. (7) The reactants are [Br:1][C:2]1[CH:6]=[C:5]([C:7](=[O:9])[CH3:8])[O:4][N:3]=1.[Br-:10].[Br-].[Br-].C1([N+](C)(C)C)C=CC=CC=1.C1([N+](C)(C)C)C=CC=CC=1.C1([N+](C)(C)C)C=CC=CC=1.O1CCCC1. The catalyst is O. The product is [Br:1][C:2]1[CH:6]=[C:5]([C:7](=[O:9])[CH2:8][Br:10])[O:4][N:3]=1. The yield is 0.400. (8) The reactants are [C:1]([O:5][C:6]([N:8]1[C@@H:12]([CH:13]=[CH2:14])[CH2:11][O:10][C:9]1([CH3:16])[CH3:15])=[O:7])([CH3:4])([CH3:3])[CH3:2].[CH3:17][SiH:18]([CH3:25])[C:19]1[CH:24]=[CH:23][CH:22]=[CH:21][CH:20]=1. The catalyst is [Pt](=O)=O. The product is [C:1]([O:5][C:6]([N:8]1[C@@H:12]([CH2:13][CH2:14][Si:18]([CH3:25])([CH3:17])[C:19]2[CH:24]=[CH:23][CH:22]=[CH:21][CH:20]=2)[CH2:11][O:10][C:9]1([CH3:16])[CH3:15])=[O:7])([CH3:4])([CH3:3])[CH3:2]. The yield is 0.950. (9) The yield is 0.420. The reactants are [F:1][C:2]1[CH:11]=[C:10]([O:12][CH3:13])[CH:9]=[CH:8][C:3]=1[C:4]([NH:6][NH2:7])=[O:5].CS[C:16](=[NH:18])[NH2:17].[OH-].[Na+]. The product is [NH2:17][C:16](=[N:7][NH:6][C:4](=[O:5])[C:3]1[CH:8]=[CH:9][C:10]([O:12][CH3:13])=[CH:11][C:2]=1[F:1])[NH2:18]. The catalyst is O. (10) The reactants are [C:1]([C:5]1[CH:10]=[CH:9][C:8]([N+:11]([O-:13])=[O:12])=[CH:7][CH:6]=1)([CH3:4])([CH3:3])[CH3:2].[Br:14]Br.S([O-])(O)=O.[Na+]. The catalyst is S(=O)(=O)(O)O.S([O-])([O-])(=O)=O.[Ag+2]. The product is [Br:14][C:10]1[CH:9]=[C:8]([N+:11]([O-:13])=[O:12])[CH:7]=[CH:6][C:5]=1[C:1]([CH3:4])([CH3:2])[CH3:3]. The yield is 0.980.